From a dataset of Forward reaction prediction with 1.9M reactions from USPTO patents (1976-2016). Predict the product of the given reaction. (1) Given the reactants [CH3:1][NH:2][C:3](=O)[CH2:4][CH:5]([C:12]1[CH:13]=[C:14]2[C:18](=[CH:19][CH:20]=1)[NH:17][C:16](C)=[CH:15]2)[C:6]1[CH:11]=[CH:10][CH:9]=[CH:8][CH:7]=1.N1C2C(=CC=CC=2C(C2C=CC=CC=2)CCNC)C=[CH:24]1, predict the reaction product. The product is: [CH3:1][NH:2][CH2:3][CH2:4][CH:5]([C:12]1[CH:13]=[C:14]2[C:18](=[CH:19][CH:20]=1)[NH:17][CH:16]=[C:15]2[CH3:24])[C:6]1[CH:7]=[CH:8][CH:9]=[CH:10][CH:11]=1. (2) Given the reactants [Br:1][CH2:2][C:3](Br)=[O:4].[C:6]([O:10][C:11](=[O:26])[NH:12][C:13]([CH3:25])([CH3:24])[CH2:14][NH:15][C:16]1[CH:21]=[CH:20][CH:19]=[C:18]([F:22])[C:17]=1[CH3:23])([CH3:9])([CH3:8])[CH3:7].C(=O)(O)[O-].[Na+], predict the reaction product. The product is: [C:6]([O:10][C:11](=[O:26])[NH:12][C:13]([CH3:25])([CH3:24])[CH2:14][N:15]([C:3](=[O:4])[CH2:2][Br:1])[C:16]1[CH:21]=[CH:20][CH:19]=[C:18]([F:22])[C:17]=1[CH3:23])([CH3:9])([CH3:8])[CH3:7]. (3) Given the reactants Cl[C:2]1[C:7]2[N:8]=[CH:9][NH:10][NH:11][C:6]=2[N:5]=CN=1.BrBr.C(=O)(O)[O-:15].[Na+].[CH2:19]([OH:21])[CH3:20], predict the reaction product. The product is: [CH2:19]([O:21][C:2]([C:7]1[N:8]=[CH:9][N:10]=[N:11][C:6]=1[NH2:5])=[O:15])[CH3:20]. (4) Given the reactants Br[C:2]1[CH:7]=[CH:6][C:5]([N:8]2[CH2:12][CH2:11][C@@H:10]([OH:13])[CH2:9]2)=[CH:4][CH:3]=1.[B:14]1([B:14]2[O:18][C:17]([CH3:20])([CH3:19])[C:16]([CH3:22])([CH3:21])[O:15]2)[O:18][C:17]([CH3:20])([CH3:19])[C:16]([CH3:22])([CH3:21])[O:15]1.C([O-])(=O)C.[K+].C1(P(C2CCCCC2)C2C=CC=CC=2C2C(C(C)C)=CC(C(C)C)=CC=2C(C)C)CCCCC1, predict the reaction product. The product is: [CH3:21][C:16]1([CH3:22])[C:17]([CH3:20])([CH3:19])[O:18][B:14]([C:2]2[CH:7]=[CH:6][C:5]([N:8]3[CH2:12][CH2:11][C@@H:10]([OH:13])[CH2:9]3)=[CH:4][CH:3]=2)[O:15]1. (5) Given the reactants [Cl:1][C:2]1[CH:3]=[CH:4][C:5]2[N:9]=[N:8][NH:7][C:6]=2[CH:10]=1.[Cl:11][CH2:12][CH2:13][CH2:14]Br, predict the reaction product. The product is: [Cl:11][CH2:12][CH2:13][CH2:14][N:7]1[C:6]2[CH:10]=[C:2]([Cl:1])[CH:3]=[CH:4][C:5]=2[N:9]=[N:8]1. (6) Given the reactants Cl.[CH3:2][C:3]1([CH3:16])[CH2:8][O:7][C:6]2([CH2:13][CH2:12][CH:11]([NH:14][CH3:15])[CH2:10][CH2:9]2)[O:5][CH2:4]1.[C:25](O[C:25]([O:27][C:28]([CH3:31])([CH3:30])[CH3:29])=[O:26])([O:27][C:28]([CH3:31])([CH3:30])[CH3:29])=[O:26].C(N(CC)CC)C, predict the reaction product. The product is: [C:28]([O:27][C:25](=[O:26])[N:14]([CH:11]1[CH2:10][CH2:9][C:6]2([O:5][CH2:4][C:3]([CH3:16])([CH3:2])[CH2:8][O:7]2)[CH2:13][CH2:12]1)[CH3:15])([CH3:29])([CH3:30])[CH3:31]. (7) Given the reactants [ClH:1].[S:2]1[C:6]([CH2:7][O:8][CH:9]2[CH2:12][N:11](C(OC(C)(C)C)=O)[CH2:10]2)=[CH:5][N:4]=[CH:3]1, predict the reaction product. The product is: [ClH:1].[NH:11]1[CH2:12][CH:9]([O:8][CH2:7][C:6]2[S:2][CH:3]=[N:4][CH:5]=2)[CH2:10]1.